From a dataset of Forward reaction prediction with 1.9M reactions from USPTO patents (1976-2016). Predict the product of the given reaction. (1) Given the reactants [F:1][C:2]1[CH:7]=[C:6]([O:8][C:9]2[CH:14]=[CH:13][N:12]=[C:11]([C:15]3[CH:16]=[N:17][N:18]([CH3:20])[CH:19]=3)[CH:10]=2)[C:5]([F:21])=[CH:4][C:3]=1[NH:22][C:23]([C:25]1([C:28]([O-:30])=O)[CH2:27][CH2:26]1)=[O:24].[Li+].CN(C(ON1N=NC2C=CC=CC1=2)=[N+](C)C)C.[B-](F)(F)(F)F.CCN(C(C)C)C(C)C.[F:63][C:64]1[CH:70]=[CH:69][C:67]([NH2:68])=[CH:66][CH:65]=1, predict the reaction product. The product is: [F:1][C:2]1[CH:7]=[C:6]([O:8][C:9]2[CH:14]=[CH:13][N:12]=[C:11]([C:15]3[CH:16]=[N:17][N:18]([CH3:20])[CH:19]=3)[CH:10]=2)[C:5]([F:21])=[CH:4][C:3]=1[NH:22][C:23]([C:25]1([C:28]([NH:68][C:67]2[CH:69]=[CH:70][C:64]([F:63])=[CH:65][CH:66]=2)=[O:30])[CH2:27][CH2:26]1)=[O:24]. (2) Given the reactants Br[C:2]1[N:6]2[CH:7]=[CH:8][CH:9]=[C:10]([Cl:11])[C:5]2=[N:4][C:3]=1[CH2:12][N:13]1C(=O)C2C(=CC=CC=2)C1=O.[C:24]1(B(O)O)[CH:29]=[CH:28][CH:27]=[CH:26][CH:25]=1.C1(=O)NC(=O)C2=CC=CC=C12.C(O)(C(F)(F)F)=O, predict the reaction product. The product is: [Cl:11][C:10]1[C:5]2[N:6]([C:2]([C:24]3[CH:29]=[CH:28][CH:27]=[CH:26][CH:25]=3)=[C:3]([CH2:12][NH2:13])[N:4]=2)[CH:7]=[CH:8][CH:9]=1. (3) Given the reactants [C:1]([C:4]1[CH:25]=[CH:24][C:7]2[NH:8][C:9](=[C:11]([C:14]3[N:19]=[C:18]([C:20]([F:23])([F:22])[F:21])[CH:17]=[CH:16][N:15]=3)[C:12]#[N:13])[S:10][C:6]=2[CH:5]=1)([OH:3])=[O:2].[OH2:26], predict the reaction product. The product is: [C:1]([C:4]1[CH:25]=[CH:24][C:7]2[NH:8][C:9](=[C:11]([C:14]3[N:19]=[C:18]([C:20]([F:23])([F:21])[F:22])[CH:17]=[CH:16][N:15]=3)[C:12]([NH2:13])=[O:26])[S:10][C:6]=2[CH:5]=1)([OH:3])=[O:2]. (4) Given the reactants Br[C:2]([Br:5])(Br)Br.[CH2:6]([O:13][CH2:14][CH2:15][CH2:16]CO)[C:7]1[CH:12]=[CH:11][CH:10]=[CH:9][CH:8]=1.C1(P(C2C=CC=CC=2)C2C=CC=CC=2)C=CC=CC=1, predict the reaction product. The product is: [CH2:6]([O:13][CH2:14][CH2:15][CH2:16][CH2:2][Br:5])[C:7]1[CH:12]=[CH:11][CH:10]=[CH:9][CH:8]=1.